Task: Predict the reactants needed to synthesize the given product.. Dataset: Full USPTO retrosynthesis dataset with 1.9M reactions from patents (1976-2016) (1) Given the product [F:14][CH:2]([F:1])[C:3]1[N:7]([C:18]2[N:23]=[C:22]([Cl:24])[CH:21]=[C:20]([Cl:25])[N:19]=2)[C:6]2[CH:8]=[CH:9][CH:10]=[C:11]([O:12][CH3:13])[C:5]=2[N:4]=1, predict the reactants needed to synthesize it. The reactants are: [F:1][CH:2]([F:14])[C:3]1[NH:4][C:5]2[C:11]([O:12][CH3:13])=[CH:10][CH:9]=[CH:8][C:6]=2[N:7]=1.[H-].[Na+].Cl[C:18]1[N:23]=[C:22]([Cl:24])[CH:21]=[C:20]([Cl:25])[N:19]=1.O. (2) Given the product [F:1][C:2]1[CH:3]=[C:4]([NH:14][C:22](=[O:23])[O:24][C:25]2[CH:30]=[CH:29][CH:28]=[CH:27][CH:26]=2)[CH:5]=[N:6][C:7]=1[CH2:8][CH2:9][S:10]([CH3:13])(=[O:12])=[O:11], predict the reactants needed to synthesize it. The reactants are: [F:1][C:2]1[CH:3]=[C:4]([NH2:14])[CH:5]=[N:6][C:7]=1[CH2:8][CH2:9][S:10]([CH3:13])(=[O:12])=[O:11].N1C=CC=CC=1.Cl[C:22]([O:24][C:25]1[CH:30]=[CH:29][CH:28]=[CH:27][CH:26]=1)=[O:23]. (3) The reactants are: [CH3:1][N:2]1[CH2:8][CH2:7][CH2:6][N:5]([C:9]2[N:14]=[C:13]([C:15]([N:17]3[CH2:21][CH2:20][C@@H:19]([O:22][C:23]4[CH:28]=[CH:27][CH:26]=[CH:25][C:24]=4[CH3:29])[CH2:18]3)=[O:16])[CH:12]=[CH:11][CH:10]=2)[CH2:4][CH2:3]1.[ClH:30]. Given the product [ClH:30].[CH3:1][N:2]1[CH2:8][CH2:7][CH2:6][N:5]([C:9]2[N:14]=[C:13]([C:15]([N:17]3[CH2:21][CH2:20][C@@H:19]([O:22][C:23]4[CH:28]=[CH:27][CH:26]=[CH:25][C:24]=4[CH3:29])[CH2:18]3)=[O:16])[CH:12]=[CH:11][CH:10]=2)[CH2:4][CH2:3]1, predict the reactants needed to synthesize it. (4) Given the product [CH3:1][O:2][C:3]1[CH:23]=[CH:22][C:6]2[N:7]=[C:8]([S:10]([CH2:11][C:12]3[C:17]([CH3:18])=[C:16]([O:19][CH3:20])[C:15]([CH3:21])=[CH:14][N:13]=3)=[O:46])[NH:9][C:5]=2[C:4]=1[S:24]([C:27]1[C:28]([CH3:40])=[CH:29][C:30]([O:31][CH2:32][C:33]([O:35][CH3:36])=[O:34])=[CH:37][C:38]=1[CH3:39])(=[O:26])=[O:25], predict the reactants needed to synthesize it. The reactants are: [CH3:1][O:2][C:3]1[CH:23]=[CH:22][C:6]2[N:7]=[C:8]([S:10][CH2:11][C:12]3[C:17]([CH3:18])=[C:16]([O:19][CH3:20])[C:15]([CH3:21])=[CH:14][N:13]=3)[NH:9][C:5]=2[C:4]=1[S:24]([C:27]1[C:38]([CH3:39])=[CH:37][C:30]([O:31][CH2:32][C:33]([O:35][CH3:36])=[O:34])=[CH:29][C:28]=1[CH3:40])(=[O:26])=[O:25].ClC1C=C(C=CC=1)C(OO)=[O:46]. (5) Given the product [O:20]=[C:19]1[C:18]2[C:13](=[CH:14][CH:15]=[CH:16][CH:17]=2)[C:12](=[O:21])[N:11]1[CH2:10][CH2:9][N:8]([C:5]1[CH:6]=[CH:7][C:2]([F:1])=[CH:3][CH:4]=1)[C:22]([N:24]1[CH:28]=[CH:27][N:26]=[CH:25]1)=[O:23], predict the reactants needed to synthesize it. The reactants are: [F:1][C:2]1[CH:7]=[CH:6][C:5]([NH:8][CH2:9][CH2:10][N:11]2[C:19](=[O:20])[C:18]3[C:13](=[CH:14][CH:15]=[CH:16][CH:17]=3)[C:12]2=[O:21])=[CH:4][CH:3]=1.[C:22](N1C=CN=C1)([N:24]1[CH:28]=[CH:27][N:26]=[CH:25]1)=[O:23]. (6) Given the product [Br:1][C:2]1[CH:3]=[C:4]2[C:9](=[N:10][CH:11]=1)[N:8]([CH2:12][CH2:13][O:14][S:29]([CH3:28])(=[O:31])=[O:30])[CH:7]=[C:6]([C:15]([O:17][CH2:18][CH3:19])=[O:16])[C:5]2=[O:20], predict the reactants needed to synthesize it. The reactants are: [Br:1][C:2]1[CH:3]=[C:4]2[C:9](=[N:10][CH:11]=1)[N:8]([CH2:12][CH2:13][OH:14])[CH:7]=[C:6]([C:15]([O:17][CH2:18][CH3:19])=[O:16])[C:5]2=[O:20].C(N(CC)CC)C.[CH3:28][S:29](Cl)(=[O:31])=[O:30]. (7) Given the product [F:36][C:33]1[CH:34]=[CH:35][C:30]([CH2:29][NH:28][C:27]([C:25]2[CH:26]=[C:21]([C:18]3[CH2:17][C@@H:16]([C@H:13]4[CH2:12][O:11][C@H:10]([CH2:9][NH:8][C:6](=[O:7])[C@@H:5]([OH:4])[CH3:41])[CH2:15][O:14]4)[O:20][N:19]=3)[N:22]=[C:23]([CH3:40])[N:24]=2)=[O:39])=[CH:31][C:32]=1[O:37][CH3:38], predict the reactants needed to synthesize it. The reactants are: C([O:4][C@@H:5]([CH3:41])[C:6]([NH:8][CH2:9][C@@H:10]1[CH2:15][O:14][C@@H:13]([C@H:16]2[O:20][N:19]=[C:18]([C:21]3[CH:26]=[C:25]([C:27](=[O:39])[NH:28][CH2:29][C:30]4[CH:35]=[CH:34][C:33]([F:36])=[C:32]([O:37][CH3:38])[CH:31]=4)[N:24]=[C:23]([CH3:40])[N:22]=3)[CH2:17]2)[CH2:12][O:11]1)=[O:7])(=O)C.[OH-].[Li+].